This data is from NCI-60 drug combinations with 297,098 pairs across 59 cell lines. The task is: Regression. Given two drug SMILES strings and cell line genomic features, predict the synergy score measuring deviation from expected non-interaction effect. Drug 1: CC1=CC=C(C=C1)C2=CC(=NN2C3=CC=C(C=C3)S(=O)(=O)N)C(F)(F)F. Drug 2: C1C(C(OC1N2C=C(C(=O)NC2=O)F)CO)O. Cell line: ACHN. Synergy scores: CSS=11.0, Synergy_ZIP=1.97, Synergy_Bliss=4.93, Synergy_Loewe=-17.4, Synergy_HSA=-2.70.